From a dataset of Forward reaction prediction with 1.9M reactions from USPTO patents (1976-2016). Predict the product of the given reaction. The product is: [OH:3][CH2:4][C:6]1[N:7]=[C:8]([C:19]2[CH:20]=[CH:21][C:22]([O:25][CH3:26])=[CH:23][CH:24]=2)[N:9]([C:11]2[CH:12]=[CH:13][C:14]([O:17][CH3:18])=[CH:15][CH:16]=2)[CH:10]=1. Given the reactants C([O:3][C:4]([C:6]1[N:7]=[C:8]([C:19]2[CH:24]=[CH:23][C:22]([O:25][CH3:26])=[CH:21][CH:20]=2)[N:9]([C:11]2[CH:16]=[CH:15][C:14]([O:17][CH3:18])=[CH:13][CH:12]=2)[CH:10]=1)=O)C, predict the reaction product.